Task: Predict the product of the given reaction.. Dataset: Forward reaction prediction with 1.9M reactions from USPTO patents (1976-2016) (1) Given the reactants [CH3:1][NH:2][C:3]([C:5]1[C:13]2[CH:12]=[C:11]([C:14]3[C:19]([CH3:20])=[CH:18][N:17]=[C:16]([Cl:21])[N:15]=3)[S:10][C:9]=2[CH:8]=[CH:7][CH:6]=1)=[O:4].[CH3:22][N:23]1[CH2:28][CH2:27][N:26]([CH2:29][CH2:30][CH2:31][NH2:32])[CH2:25][CH2:24]1, predict the reaction product. The product is: [ClH:21].[ClH:21].[ClH:21].[CH3:1][NH:2][C:3]([C:5]1[C:13]2[CH:12]=[C:11]([C:14]3[C:19]([CH3:20])=[CH:18][N:17]=[C:16]([NH:32][CH2:31][CH2:30][CH2:29][N:26]4[CH2:25][CH2:24][N:23]([CH3:22])[CH2:28][CH2:27]4)[N:15]=3)[S:10][C:9]=2[CH:8]=[CH:7][CH:6]=1)=[O:4]. (2) Given the reactants [NH2:1][C:2]1[CH:7]=[CH:6][C:5]([C:8]([CH3:13])([CH2:11][OH:12])[CH2:9][OH:10])=[C:4]([F:14])[CH:3]=1.N1C=CC=CC=1.Cl[C:22]([O:24][C:25]1[CH:30]=[CH:29][CH:28]=[CH:27][CH:26]=1)=[O:23], predict the reaction product. The product is: [OH:12][CH2:11][C:8]([C:5]1[CH:6]=[CH:7][C:2]([NH:1][C:22](=[O:23])[O:24][C:25]2[CH:30]=[CH:29][CH:28]=[CH:27][CH:26]=2)=[CH:3][C:4]=1[F:14])([CH3:13])[CH2:9][OH:10]. (3) The product is: [CH3:2][O:3][C:4](=[O:12])[C@H:5]([CH2:7][C:8]([O:10][CH3:11])=[O:9])[NH:6][C:14]([O:16][C:17]1[CH:22]=[CH:21][CH:20]=[CH:19][CH:18]=1)=[O:15]. Given the reactants Cl.[CH3:2][O:3][C:4](=[O:12])[C@H:5]([CH2:7][C:8]([O:10][CH3:11])=[O:9])[NH2:6].Cl[C:14]([O:16][C:17]1[CH:22]=[CH:21][CH:20]=[CH:19][CH:18]=1)=[O:15].C(N(CC)C(C)C)(C)C, predict the reaction product. (4) Given the reactants CN(C(F)=[N+](C)C)C.F[P-](F)(F)(F)(F)F.[NH2:16][C:17](=[N:51][C:52](=[O:59])[C:53]1[CH:58]=[CH:57][CH:56]=[CH:55][CH:54]=1)[C:18]1[CH:23]=[CH:22][C:21]([NH:24][CH:25]([C:38]2[CH:43]=[C:42]([O:44][CH3:45])[CH:41]=[C:40]([O:46][CH2:47][CH2:48][OH:49])[C:39]=2[F:50])[C:26]2[NH:30][C:29](=[O:31])[N:28]([C:32]3[N:37]=[CH:36][CH:35]=[CH:34][N:33]=3)[N:27]=2)=[CH:20][CH:19]=1.C(O)(=O)[CH2:61][C:62](CC(O)=O)(C(O)=O)[OH:63].P([O-])([O-])(O)=O.[Na+].[Na+], predict the reaction product. The product is: [NH2:16][C:17](=[N:51][C:52](=[O:59])[C:53]1[CH:54]=[CH:55][CH:56]=[CH:57][CH:58]=1)[C:18]1[CH:23]=[CH:22][C:21]([NH:24][CH:25]([C:26]2[NH:30][C:29](=[O:31])[N:28]([C:32]3[N:33]=[CH:34][CH:35]=[CH:36][N:37]=3)[N:27]=2)[C:38]2[C:39]([F:50])=[C:40]([CH:41]=[C:42]([O:44][CH3:45])[CH:43]=2)[O:46][CH2:47][CH2:48][O:49][C:62](=[O:63])[CH3:61])=[CH:20][CH:19]=1.